The task is: Predict the reaction yield, written as a fraction of the theoretical maximum amount of product (1.0 means a 100% yield; for example, 0.34 means a 34% yield).. This data is from Reaction yield outcomes from USPTO patents with 853,638 reactions. The reactants are C1(P(C2C=CC=CC=2)C2C=CC=CC=2)C=CC=CC=1.BrN1[C:25](=[O:26])[CH2:24]CC1=O.[Cl:28][C:29]1[CH:30]=[C:31]([C@@H:39]([CH2:49][CH:50]2[CH2:54][CH2:53][CH2:52][CH2:51]2)[C:40]([NH:42][C:43]2[CH:47]=[CH:46][N:45]([CH3:48])[N:44]=2)=[O:41])[CH:32]=[CH:33][C:34]=1[S:35]([CH3:38])(=[O:37])=[O:36].N1C(C)=CC=CC=1C.C(OCC)(=[O:65])C. The catalyst is C(Cl)Cl. The product is [Cl:28][C:29]1[CH:30]=[C:31]([C@@H:39]([CH2:49][CH:50]2[CH2:51][CH2:52][CH2:53][CH2:54]2)[C:40]([NH:42][C:43]2[CH:47]=[CH:46][N:45]([CH2:48][C@H:25]([OH:26])[CH2:24][OH:65])[N:44]=2)=[O:41])[CH:32]=[CH:33][C:34]=1[S:35]([CH3:38])(=[O:37])=[O:36]. The yield is 0.230.